This data is from Catalyst prediction with 721,799 reactions and 888 catalyst types from USPTO. The task is: Predict which catalyst facilitates the given reaction. (1) Reactant: [Cl:1][C:2]1[CH:3]=[C:4]2[C:9](=[CH:10][C:11]=1[OH:12])[O:8][CH:7]=[C:6]([C:13]1[CH:18]=[CH:17][CH:16]=[CH:15][CH:14]=1)[C:5]2=O.O.[NH2:21][NH2:22]. Product: [Cl:1][C:2]1[CH:3]=[C:4]([C:5]2[C:6]([C:13]3[CH:18]=[CH:17][CH:16]=[CH:15][CH:14]=3)=[CH:7][NH:22][N:21]=2)[C:9]([OH:8])=[CH:10][C:11]=1[OH:12]. The catalyst class is: 8. (2) Reactant: [Br:1][C:2]1[CH:3]=[C:4]2[C:8](=[C:9]([C:11]#[N:12])[CH:10]=1)[NH:7][N:6]=[C:5]2[CH:13]1[CH2:18][CH2:17][N:16]([C:19]([O-:21])=[O:20])[CH2:15][CH2:14]1.[OH-:22].[K+]. Product: [NH2:12][C:11]([C:9]1[CH:10]=[C:2]([Br:1])[CH:3]=[C:4]2[C:8]=1[NH:7][N:6]=[C:5]2[CH:13]1[CH2:14][CH2:15][N:16]([C:19]([O:21][C:4]([CH3:8])([CH3:5])[CH3:3])=[O:20])[CH2:17][CH2:18]1)=[O:22]. The catalyst class is: 218. (3) Reactant: [Cl:1][C:2]1[CH:22]=[C:21]([Cl:23])[CH:20]=[CH:19][C:3]=1[CH2:4][NH:5][C:6]([C:8]1[S:12][C:11]([CH2:13][OH:14])=[N:10][C:9]=1[O:15][CH:16]([CH3:18])[CH3:17])=[O:7].O[C:25]1[C:30]([O:31][CH3:32])=[CH:29][CH:28]=[CH:27][C:26]=1[CH2:33][C:34]([O:36]C)=[O:35].C(P(CCCC)CCCC)CCC.N(C(N1CCCCC1)=O)=NC(N1CCCCC1)=O. Product: [Cl:1][C:2]1[CH:22]=[C:21]([Cl:23])[CH:20]=[CH:19][C:3]=1[CH2:4][NH:5][C:6]([C:8]1[S:12][C:11]([CH2:13][O:14][C:25]2[C:30]([O:31][CH3:32])=[CH:29][CH:28]=[CH:27][C:26]=2[CH2:33][C:34]([OH:36])=[O:35])=[N:10][C:9]=1[O:15][CH:16]([CH3:18])[CH3:17])=[O:7]. The catalyst class is: 7. (4) Reactant: [CH3:1][C@@H:2]1[CH2:6][NH:5][CH2:4][C@@H:3]1[C:7]1[N:11]2[C:12]3[CH:18]=[CH:17][N:16]([S:19]([C:22]4[CH:28]=[CH:27][C:25]([CH3:26])=[CH:24][CH:23]=4)(=[O:21])=[O:20])[C:13]=3[N:14]=[CH:15][C:10]2=[N:9][CH:8]=1.[C:29](Cl)(Cl)=[O:30].C1(C)C=CC=CC=1.[NH:40]1[CH2:45][CH2:44][O:43][CH2:42][CH2:41]1. Product: [CH3:1][C@H:2]1[C@@H:3]([C:7]2[N:11]3[C:12]4[CH:18]=[CH:17][N:16]([S:19]([C:22]5[CH:23]=[CH:24][C:25]([CH3:26])=[CH:27][CH:28]=5)(=[O:21])=[O:20])[C:13]=4[N:14]=[CH:15][C:10]3=[N:9][CH:8]=2)[CH2:4][N:5]([C:29]([N:40]2[CH2:45][CH2:44][O:43][CH2:42][CH2:41]2)=[O:30])[CH2:6]1. The catalyst class is: 1. (5) Reactant: C(OC([N:8]1[CH2:12][CH2:11][CH:10]([C:13]2[N:22]=[CH:21][C:20]3[CH:19]=[C:18]4[N:23]([C:27]([C:40]5[CH:45]=[CH:44][CH:43]=[CH:42][CH:41]=5)([C:34]5[CH:39]=[CH:38][CH:37]=[CH:36][CH:35]=5)[C:28]5[CH:33]=[CH:32][CH:31]=[CH:30][CH:29]=5)[N:24]=[C:25]([Br:26])[C:17]4=[CH:16][C:15]=3[N:14]=2)[CH2:9]1)=O)(C)(C)C.Cl. Product: [Br:26][C:25]1[C:17]2[C:18](=[CH:19][C:20]3[CH:21]=[N:22][C:13]([CH:10]4[CH2:11][CH2:12][NH:8][CH2:9]4)=[N:14][C:15]=3[CH:16]=2)[N:23]([C:27]([C:28]2[CH:33]=[CH:32][CH:31]=[CH:30][CH:29]=2)([C:34]2[CH:35]=[CH:36][CH:37]=[CH:38][CH:39]=2)[C:40]2[CH:45]=[CH:44][CH:43]=[CH:42][CH:41]=2)[N:24]=1. The catalyst class is: 12. (6) Reactant: C[C@H:2]1[C@H:7]([C:8]([O:10]C)=[O:9])[CH2:6][CH2:5][CH2:4][N:3]1[C:12]([O:14][CH2:15][C:16]1[CH:21]=[CH:20][CH:19]=[CH:18][CH:17]=1)=[O:13].O.[OH-].[Li+].Cl.[CH2:26]1COCC1. Product: [CH2:15]([O:14][C:12]([N:3]1[CH2:4][CH2:5][C@H:6]([CH3:26])[C@H:7]([C:8]([OH:10])=[O:9])[CH2:2]1)=[O:13])[C:16]1[CH:17]=[CH:18][CH:19]=[CH:20][CH:21]=1. The catalyst class is: 24. (7) Reactant: [Na].[C:2]([O:6][C:7]([N:9]1[CH2:13][CH2:12][C@H:11]([C:14]([CH:16]2[CH2:19][CH2:18][CH2:17]2)=[O:15])[CH2:10]1)=[O:8])([CH3:5])([CH3:4])[CH3:3]. Product: [C:2]([O:6][C:7]([N:9]1[CH2:13][CH2:12][C@H:11]([CH:14]([CH:16]2[CH2:17][CH2:18][CH2:19]2)[OH:15])[CH2:10]1)=[O:8])([CH3:5])([CH3:3])[CH3:4]. The catalyst class is: 5. (8) Reactant: F[C:2]1[C:7]([I:8])=[CH:6][C:5]([CH3:9])=[CH:4][N:3]=1.C([O-])(=O)C.[K+].C(O)(=O)C.[NH2:19][C:20]1[CH:25]=[CH:24][CH:23]=[CH:22][CH:21]=1. Product: [I:8][C:7]1[C:2]([NH:19][C:20]2[CH:25]=[CH:24][CH:23]=[CH:22][CH:21]=2)=[N:3][CH:4]=[C:5]([CH3:9])[CH:6]=1. The catalyst class is: 13.